This data is from Full USPTO retrosynthesis dataset with 1.9M reactions from patents (1976-2016). The task is: Predict the reactants needed to synthesize the given product. (1) Given the product [CH:26]1([C:29]2[C:30]([O:39][CH2:40][C:41]3([CH3:49])[CH2:42][CH2:43][C:44]([F:48])([F:47])[CH2:45][CH2:46]3)=[CH:31][C:32]([F:38])=[C:33]([CH:37]=2)[C:34]([NH:62][S:59]([CH2:58][CH2:57][O:56][CH3:55])(=[O:61])=[O:60])=[O:36])[CH2:27][CH2:28]1, predict the reactants needed to synthesize it. The reactants are: C1(C2C(OCC3(C(F)(F)F)CCCCC3)=CC(F)=C(C=2)C(O)=O)CC1.[CH:26]1([C:29]2[C:30]([O:39][CH2:40][C:41]3([CH3:49])[CH2:46][CH2:45][C:44]([F:48])([F:47])[CH2:43][CH2:42]3)=[CH:31][C:32]([F:38])=[C:33]([CH:37]=2)[C:34]([OH:36])=O)[CH2:28][CH2:27]1.CS(N)(=O)=O.[CH3:55][O:56][CH2:57][CH2:58][S:59]([NH2:62])(=[O:61])=[O:60]. (2) Given the product [CH2:9]([O:8][C:6](=[O:7])[CH:5]([O:11][C:12]1[CH:20]=[C:19]2[C:15]([CH:16]=[C:17]([CH2:21][NH:22][S:39]([C:33]3[CH:38]=[CH:37][CH:36]=[CH:35][CH:34]=3)(=[O:41])=[O:40])[NH:18]2)=[CH:14][CH:13]=1)[C:4]([O:3][CH2:1][CH3:2])=[O:23])[CH3:10], predict the reactants needed to synthesize it. The reactants are: [CH2:1]([O:3][C:4](=[O:23])[CH:5]([O:11][C:12]1[CH:20]=[C:19]2[C:15]([CH:16]=[C:17]([CH2:21][NH2:22])[NH:18]2)=[CH:14][CH:13]=1)[C:6]([O:8][CH2:9][CH3:10])=[O:7])[CH3:2].CCN(C(C)C)C(C)C.[C:33]1([S:39](Cl)(=[O:41])=[O:40])[CH:38]=[CH:37][CH:36]=[CH:35][CH:34]=1. (3) Given the product [N:29]1([CH:35]2[CH2:40][CH2:39][N:38]([CH2:41][CH2:42][CH2:43][NH:44][C:21](=[O:22])[C:20]3[CH:24]=[CH:25][C:17]([S:14](=[O:15])(=[O:16])[NH:13][C:8]4[CH:9]=[CH:10][CH:11]=[CH:12][C:7]=4[O:6][C:5]4[CH:26]=[CH:27][C:2]([Br:1])=[CH:3][C:4]=4[Cl:28])=[CH:18][CH:19]=3)[CH2:37][CH2:36]2)[CH2:34][CH2:33][CH2:32][CH2:31][CH2:30]1, predict the reactants needed to synthesize it. The reactants are: [Br:1][C:2]1[CH:27]=[CH:26][C:5]([O:6][C:7]2[CH:12]=[CH:11][CH:10]=[CH:9][C:8]=2[NH:13][S:14]([C:17]2[CH:25]=[CH:24][C:20]([C:21](O)=[O:22])=[CH:19][CH:18]=2)(=[O:16])=[O:15])=[C:4]([Cl:28])[CH:3]=1.[N:29]1([CH:35]2[CH2:40][CH2:39][N:38]([CH2:41][CH2:42][CH2:43][NH:44]C(=O)C3C=CC(S(=O)(=O)NC4C=CC=CC=4OC4C=CC(Cl)=CC=4Cl)=CC=3)[CH2:37][CH2:36]2)[CH2:34][CH2:33][CH2:32][CH2:31][CH2:30]1. (4) Given the product [C:31]([O:30][C:28]([N:35]1[CH2:39][CH2:38][CH:37]([NH:40][C:16]([C:12]2[S:13][CH:14]=[CH:15][C:11]=2[NH:10][C:9]2[CH:8]=[CH:7][N:6]=[C:5]3[NH:1][CH:2]=[CH:3][C:4]=23)=[O:18])[CH2:36]1)=[O:29])([CH3:34])([CH3:32])[CH3:33], predict the reactants needed to synthesize it. The reactants are: [NH:1]1[C:5]2=[N:6][CH:7]=[CH:8][C:9]([NH:10][C:11]3[CH:15]=[CH:14][S:13][C:12]=3[C:16]([OH:18])=O)=[C:4]2[CH:3]=[CH:2]1.C(N(C(C)C)CC)(C)C.[C:28]([N:35]1[CH2:39][CH2:38][CH:37]([NH2:40])[CH2:36]1)([O:30][C:31]([CH3:34])([CH3:33])[CH3:32])=[O:29].CN(C(ON1N=NC2C=CC=NC1=2)=[N+](C)C)C.F[P-](F)(F)(F)(F)F. (5) The reactants are: Br[CH2:2][CH2:3][N:4]([C:9]1[CH:10]=[C:11]([CH:16]=[CH:17][C:18]=1[C:19]([F:22])([F:21])[F:20])[C:12]([O:14][CH3:15])=[O:13])[S:5]([CH3:8])(=[O:7])=[O:6].C([O-])([O-])=O.[K+].[K+].[CH3:29][N:30]1[CH2:35][CH2:34][NH:33][CH2:32][CH2:31]1. Given the product [CH3:29][N:30]1[CH2:35][CH2:34][N:33]([CH2:2][CH2:3][N:4]([C:9]2[CH:10]=[C:11]([CH:16]=[CH:17][C:18]=2[C:19]([F:22])([F:21])[F:20])[C:12]([O:14][CH3:15])=[O:13])[S:5]([CH3:8])(=[O:7])=[O:6])[CH2:32][CH2:31]1, predict the reactants needed to synthesize it. (6) Given the product [CH3:26][N:25]([CH3:27])[C:23]1[N:22]([CH3:28])[N:21]=[C:20]([NH:19][CH2:18][CH2:17][NH:16][C:5](=[O:6])/[CH:4]=[CH:3]/[C:2]([F:9])([F:8])[F:1])[N:24]=1, predict the reactants needed to synthesize it. The reactants are: [F:1][C:2]([F:9])([F:8])/[CH:3]=[CH:4]/[C:5](O)=[O:6].C(Cl)(=O)C(Cl)=O.[NH2:16][CH2:17][CH2:18][NH:19][C:20]1[N:24]=[C:23]([N:25]([CH3:27])[CH3:26])[N:22]([CH3:28])[N:21]=1.ClCCl. (7) Given the product [C:13]([O:17][C:18]([N:20]1[CH2:24][CH2:23][CH2:22][C@H:21]1[CH2:25][O:26][C:27]1[CH:28]=[N:29][CH:30]=[C:31]([C:33]2[O:3][N:1]=[C:4]([CH2:5][O:6][CH:7]3[CH2:12][CH2:11][CH2:10][CH2:9][O:8]3)[CH:34]=2)[CH:32]=1)=[O:19])([CH3:16])([CH3:15])[CH3:14], predict the reactants needed to synthesize it. The reactants are: [N+:1]([CH2:4][CH2:5][O:6][CH:7]1[CH2:12][CH2:11][CH2:10][CH2:9][O:8]1)([O-:3])=O.[C:13]([O:17][C:18]([N:20]1[CH2:24][CH2:23][CH2:22][C@H:21]1[CH2:25][O:26][C:27]1[CH:28]=[N:29][CH:30]=[C:31]([C:33]#[CH:34])[CH:32]=1)=[O:19])([CH3:16])([CH3:15])[CH3:14].C1(N=C=O)C=CC=CC=1.C(N(CC)CC)C. (8) Given the product [Cl:16][C:13]1[CH:14]=[CH:15][C:10]([C:8]2[N:22]([CH:19]3[CH2:21][CH2:20]3)[C:23](=[O:24])[N:6]([CH2:5][C:4]([O:3][CH2:1][CH3:2])=[O:18])[C:7]=2[CH3:17])=[CH:11][CH:12]=1, predict the reactants needed to synthesize it. The reactants are: [CH2:1]([O:3][C:4](=[O:18])[CH2:5][NH:6][CH:7]([CH3:17])[C:8]([C:10]1[CH:15]=[CH:14][C:13]([Cl:16])=[CH:12][CH:11]=1)=O)[CH3:2].[CH:19]1([N:22]=[C:23]=[O:24])[CH2:21][CH2:20]1. (9) Given the product [F:7][C:8]1[CH:9]=[C:10]([N+:15]([O-:17])=[O:16])[CH:11]=[CH:12][C:13]=1[N:22]1[CH2:25][CH2:8][CH:9]([C:10]#[N:15])[CH2:21]1, predict the reactants needed to synthesize it. The reactants are: C(=O)([O-])[O-].[K+].[K+].[F:7][C:8]1[CH:9]=[C:10]([N+:15]([O-:17])=[O:16])[CH:11]=[CH:12][C:13]=1F.ClCCl.[CH3:21][N:22]([CH3:25])C=O. (10) Given the product [ClH:39].[CH2:22]([N:10]([CH2:11][CH2:12][NH:13][C:14](=[O:37])[C@@H:15]([NH2:29])[CH2:16][CH2:17][NH:18][C:19]([O:21][CH2:22][C:23]1[CH:24]=[CH:25][CH:26]=[CH:27][CH:28]=1)=[O:20])[C:9](=[O:38])[OH:8])[C:23]1[CH:28]=[CH:27][CH:26]=[CH:25][CH:24]=1, predict the reactants needed to synthesize it. The reactants are: C([O:8][C:9](=[O:38])[NH:10][CH2:11][CH2:12][NH:13][C:14](=[O:37])[C@@H:15]([NH:29]C(OC(C)(C)C)=O)[CH2:16][CH2:17][NH:18][C:19]([O:21][CH2:22][C:23]1[CH:28]=[CH:27][CH:26]=[CH:25][CH:24]=1)=[O:20])C1C=CC=CC=1.[ClH:39].